Dataset: Catalyst prediction with 721,799 reactions and 888 catalyst types from USPTO. Task: Predict which catalyst facilitates the given reaction. (1) Reactant: [F:1][C:2]([F:11])([F:10])[C:3]1[CH:8]=[CH:7][CH:6]=[CH:5][C:4]=1[OH:9].[O:12]1[CH:17]=[CH:16][CH2:15][CH2:14][CH2:13]1.O.C1(C)C(S(O)(=O)=O)=CC=CC=1.C([O-])(O)=O.[Na+]. Product: [O:12]1[CH2:17][CH2:16][CH2:15][CH2:14][CH:13]1[O:9][C:4]1[CH:5]=[CH:6][CH:7]=[CH:8][C:3]=1[C:2]([F:10])([F:11])[F:1]. The catalyst class is: 28. (2) Reactant: [F:1][C:2]([F:20])([F:19])[C:3]1[CH:8]=[CH:7][C:6]([CH:9]2[C:18]3[C:13](=[CH:14][CH:15]=[CH:16][CH:17]=3)[CH2:12][CH2:11][NH:10]2)=[CH:5][CH:4]=1.CCN(C(C)C)C(C)C.[N:30]([C:33]1[CH:34]=[N:35][CH:36]=[CH:37][CH:38]=1)=[C:31]=[O:32]. Product: [N:35]1[CH:36]=[CH:37][CH:38]=[C:33]([NH:30][C:31]([N:10]2[CH2:11][CH2:12][C:13]3[C:18](=[CH:17][CH:16]=[CH:15][CH:14]=3)[CH:9]2[C:6]2[CH:5]=[CH:4][C:3]([C:2]([F:1])([F:19])[F:20])=[CH:8][CH:7]=2)=[O:32])[CH:34]=1. The catalyst class is: 2. (3) Reactant: [CH3:1][C:2]1[C:9]([N+:10]([O-:12])=[O:11])=[CH:8][CH:7]=[CH:6][C:3]=1[CH2:4]Cl.[N-:13]=[N+:14]=[N-:15].[Na+].C(O)C. Product: [CH3:1][C:2]1[C:9]([N+:10]([O-:12])=[O:11])=[CH:8][CH:7]=[CH:6][C:3]=1[CH2:4][N:13]=[N+:14]=[N-:15]. The catalyst class is: 6. (4) Reactant: [NH2:1][C:2]1[CH:3]=[C:4]([CH:8]=[CH:9][C:10]=1[Cl:11])[C:5]([OH:7])=[O:6].[NH2:12][C:13](N)=[O:14]. The catalyst class is: 15. Product: [Cl:11][C:10]1[CH:9]=[CH:8][C:4]([C:5]([OH:7])=[O:6])=[CH:3][C:2]=1[NH:1][C:13]([NH2:12])=[O:14]. (5) Reactant: [CH2:1]([C:5]1([CH2:35][CH2:36][CH2:37][CH3:38])[NH:11][CH:10]([C:12]2[CH:25]=[CH:24][C:15]([O:16][CH2:17][CH2:18][N:19]([CH2:22][CH3:23])[CH2:20][CH3:21])=[CH:14][CH:13]=2)[C:9]2[CH:26]=[C:27]([N:30]([CH3:32])[CH3:31])[CH:28]=[CH:29][C:8]=2[S:7](=[O:34])(=[O:33])[CH2:6]1)[CH2:2][CH2:3][CH3:4].[CH2:39]([I:41])[CH3:40]. Product: [I-:41].[CH2:1]([C:5]1([CH2:35][CH2:36][CH2:37][CH3:38])[NH:11][CH:10]([C:12]2[CH:13]=[CH:14][C:15]([O:16][CH2:17][CH2:18][N+:19]([CH2:39][CH3:40])([CH2:20][CH3:21])[CH2:22][CH3:23])=[CH:24][CH:25]=2)[C:9]2[CH:26]=[C:27]([N:30]([CH3:32])[CH3:31])[CH:28]=[CH:29][C:8]=2[S:7](=[O:34])(=[O:33])[CH2:6]1)[CH2:2][CH2:3][CH3:4]. The catalyst class is: 23. (6) Reactant: [O:1]1[CH2:5][CH2:4][C@@H:3]([OH:6])[CH2:2]1.[CH:7]1[N:11]=[CH:10][N:9]([C:12](N2C=NC=C2)=[O:13])[CH:8]=1. Product: [N:9]1([C:12]([O:6][C@@H:3]2[CH2:4][CH2:5][O:1][CH2:2]2)=[O:13])[CH:8]=[CH:7][N:11]=[CH:10]1. The catalyst class is: 7. (7) Reactant: [CH2:1]([O:5][CH2:6][CH2:7][O:8][C:9]1[CH:14]=[CH:13][C:12]([C:15]2[CH:16]=[CH:17][C:18]3[N:24]([CH2:25][CH:26]([CH3:28])[CH3:27])[CH2:23][CH2:22][C:21]([C:29]([NH:31][C:32]4[CH:37]=[CH:36][C:35]([S:38][CH:39]([C:41]5[N:42]([CH2:46][CH2:47][CH3:48])[CH:43]=[CH:44][N:45]=5)[CH3:40])=[CH:34][CH:33]=4)=[O:30])=[CH:20][C:19]=3[CH:49]=2)=[CH:11][CH:10]=1)[CH2:2][CH2:3][CH3:4].ClC1C=CC=C(C(OO)=[O:58])C=1. Product: [CH2:1]([O:5][CH2:6][CH2:7][O:8][C:9]1[CH:10]=[CH:11][C:12]([C:15]2[CH:16]=[CH:17][C:18]3[N:24]([CH2:25][CH:26]([CH3:27])[CH3:28])[CH2:23][CH2:22][C:21]([C:29]([NH:31][C:32]4[CH:33]=[CH:34][C:35]([S:38]([CH:39]([C:41]5[N:42]([CH2:46][CH2:47][CH3:48])[CH:43]=[CH:44][N:45]=5)[CH3:40])=[O:58])=[CH:36][CH:37]=4)=[O:30])=[CH:20][C:19]=3[CH:49]=2)=[CH:13][CH:14]=1)[CH2:2][CH2:3][CH3:4]. The catalyst class is: 4.